From a dataset of NCI-60 drug combinations with 297,098 pairs across 59 cell lines. Regression. Given two drug SMILES strings and cell line genomic features, predict the synergy score measuring deviation from expected non-interaction effect. (1) Drug 1: CC1=C2C(C(=O)C3(C(CC4C(C3C(C(C2(C)C)(CC1OC(=O)C(C(C5=CC=CC=C5)NC(=O)C6=CC=CC=C6)O)O)OC(=O)C7=CC=CC=C7)(CO4)OC(=O)C)O)C)OC(=O)C. Drug 2: C1CN(P(=O)(OC1)NCCCl)CCCl. Cell line: KM12. Synergy scores: CSS=44.7, Synergy_ZIP=-2.28, Synergy_Bliss=-1.99, Synergy_Loewe=-42.9, Synergy_HSA=-2.42. (2) Drug 1: CC1=C(N=C(N=C1N)C(CC(=O)N)NCC(C(=O)N)N)C(=O)NC(C(C2=CN=CN2)OC3C(C(C(C(O3)CO)O)O)OC4C(C(C(C(O4)CO)O)OC(=O)N)O)C(=O)NC(C)C(C(C)C(=O)NC(C(C)O)C(=O)NCCC5=NC(=CS5)C6=NC(=CS6)C(=O)NCCC[S+](C)C)O. Drug 2: CNC(=O)C1=NC=CC(=C1)OC2=CC=C(C=C2)NC(=O)NC3=CC(=C(C=C3)Cl)C(F)(F)F. Cell line: HCT116. Synergy scores: CSS=42.3, Synergy_ZIP=0.863, Synergy_Bliss=0.158, Synergy_Loewe=-30.4, Synergy_HSA=0.966. (3) Drug 1: CC1CCC2CC(C(=CC=CC=CC(CC(C(=O)C(C(C(=CC(C(=O)CC(OC(=O)C3CCCCN3C(=O)C(=O)C1(O2)O)C(C)CC4CCC(C(C4)OC)OCCO)C)C)O)OC)C)C)C)OC. Drug 2: C1C(C(OC1N2C=NC3=C2NC=NCC3O)CO)O. Cell line: M14. Synergy scores: CSS=17.9, Synergy_ZIP=-6.25, Synergy_Bliss=-3.75, Synergy_Loewe=-38.8, Synergy_HSA=-1.12. (4) Drug 1: CCCCC(=O)OCC(=O)C1(CC(C2=C(C1)C(=C3C(=C2O)C(=O)C4=C(C3=O)C=CC=C4OC)O)OC5CC(C(C(O5)C)O)NC(=O)C(F)(F)F)O. Drug 2: C1CNP(=O)(OC1)N(CCCl)CCCl. Cell line: NCI-H226. Synergy scores: CSS=3.18, Synergy_ZIP=-13.4, Synergy_Bliss=-25.0, Synergy_Loewe=-52.0, Synergy_HSA=-23.4. (5) Synergy scores: CSS=21.4, Synergy_ZIP=-4.35, Synergy_Bliss=4.01, Synergy_Loewe=-2.42, Synergy_HSA=-0.736. Drug 1: C1CCN(CC1)CCOC2=CC=C(C=C2)C(=O)C3=C(SC4=C3C=CC(=C4)O)C5=CC=C(C=C5)O. Drug 2: C1CN(CCN1C(=O)CCBr)C(=O)CCBr. Cell line: SW-620. (6) Drug 1: C1=CN(C=N1)CC(O)(P(=O)(O)O)P(=O)(O)O. Drug 2: COCCOC1=C(C=C2C(=C1)C(=NC=N2)NC3=CC=CC(=C3)C#C)OCCOC.Cl. Cell line: DU-145. Synergy scores: CSS=1.87, Synergy_ZIP=-1.52, Synergy_Bliss=-0.878, Synergy_Loewe=-4.91, Synergy_HSA=-3.06.